Dataset: Full USPTO retrosynthesis dataset with 1.9M reactions from patents (1976-2016). Task: Predict the reactants needed to synthesize the given product. (1) Given the product [CH3:26][N:27]1[CH:31]=[CH:30][C:29]([NH:32][C:33]([C:35]2[CH:46]=[C:45]([O:47][C:58]3[CH:57]=[CH:56][C:50]([C:51](=[O:52])[N:53]([CH3:55])[CH3:54])=[C:49]([F:48])[CH:59]=3)[C:38]3[CH2:39][CH:40]([CH2:42][O:43][CH3:44])[O:41][C:37]=3[CH:36]=2)=[O:34])=[N:28]1, predict the reactants needed to synthesize it. The reactants are: COC(C1C=C(OC2C=CC(S(C)(=O)=O)=CC=2)C=C2OC(C)CC=12)=O.[CH3:26][N:27]1[CH:31]=[CH:30][C:29]([NH:32][C:33]([C:35]2[CH:46]=[C:45]([OH:47])[C:38]3[CH2:39][CH:40]([CH2:42][O:43][CH3:44])[O:41][C:37]=3[CH:36]=2)=[O:34])=[N:28]1.[F:48][C:49]1[CH:59]=[C:58](F)[CH:57]=[CH:56][C:50]=1[C:51]([N:53]([CH3:55])[CH3:54])=[O:52]. (2) Given the product [CH3:1][O:2][C:3]([C:5]1[N:10]=[C:9]([CH2:22][CH2:23][CH2:24][CH3:25])[C:8]2[N:12]=[C:13]([C:15]3[CH:20]=[CH:19][CH:18]=[CH:17][CH:16]=3)[O:14][C:7]=2[C:6]=1[OH:21])=[O:4], predict the reactants needed to synthesize it. The reactants are: [CH3:1][O:2][C:3]([C:5]1[N:10]=[C:9](Br)[C:8]2[N:12]=[C:13]([C:15]3[CH:20]=[CH:19][CH:18]=[CH:17][CH:16]=3)[O:14][C:7]=2[C:6]=1[OH:21])=[O:4].[CH2:22]([Sn]([CH2:22][CH2:23][CH2:24][CH3:25])([CH2:22][CH2:23][CH2:24][CH3:25])[CH2:22][CH2:23][CH2:24][CH3:25])[CH2:23][CH2:24][CH3:25].